From a dataset of NCI-60 drug combinations with 297,098 pairs across 59 cell lines. Regression. Given two drug SMILES strings and cell line genomic features, predict the synergy score measuring deviation from expected non-interaction effect. (1) Cell line: UACC62. Synergy scores: CSS=31.6, Synergy_ZIP=-9.31, Synergy_Bliss=-2.53, Synergy_Loewe=-27.7, Synergy_HSA=-2.87. Drug 2: C1=NC2=C(N1)C(=S)N=C(N2)N. Drug 1: CN(C)C1=NC(=NC(=N1)N(C)C)N(C)C. (2) Drug 1: COC1=CC(=CC(=C1O)OC)C2C3C(COC3=O)C(C4=CC5=C(C=C24)OCO5)OC6C(C(C7C(O6)COC(O7)C8=CC=CS8)O)O. Drug 2: C1C(C(OC1N2C=C(C(=O)NC2=O)F)CO)O. Cell line: SK-MEL-5. Synergy scores: CSS=33.9, Synergy_ZIP=-13.6, Synergy_Bliss=-7.63, Synergy_Loewe=-8.54, Synergy_HSA=-2.47. (3) Drug 2: C1=CC(=CC=C1CCCC(=O)O)N(CCCl)CCCl. Cell line: SR. Synergy scores: CSS=44.9, Synergy_ZIP=-7.40, Synergy_Bliss=-11.4, Synergy_Loewe=-10.9, Synergy_HSA=-9.34. Drug 1: CC12CCC(CC1=CCC3C2CCC4(C3CC=C4C5=CN=CC=C5)C)O. (4) Cell line: NCI/ADR-RES. Drug 1: COC1=CC(=CC(=C1O)OC)C2C3C(COC3=O)C(C4=CC5=C(C=C24)OCO5)OC6C(C(C7C(O6)COC(O7)C8=CC=CS8)O)O. Drug 2: CC1=C(C(=CC=C1)Cl)NC(=O)C2=CN=C(S2)NC3=CC(=NC(=N3)C)N4CCN(CC4)CCO. Synergy scores: CSS=4.03, Synergy_ZIP=0.269, Synergy_Bliss=1.97, Synergy_Loewe=1.27, Synergy_HSA=1.53. (5) Drug 1: C1CCN(CC1)CCOC2=CC=C(C=C2)C(=O)C3=C(SC4=C3C=CC(=C4)O)C5=CC=C(C=C5)O. Drug 2: CC1C(C(CC(O1)OC2CC(OC(C2O)C)OC3=CC4=CC5=C(C(=O)C(C(C5)C(C(=O)C(C(C)O)O)OC)OC6CC(C(C(O6)C)O)OC7CC(C(C(O7)C)O)OC8CC(C(C(O8)C)O)(C)O)C(=C4C(=C3C)O)O)O)O. Cell line: HL-60(TB). Synergy scores: CSS=15.4, Synergy_ZIP=22.5, Synergy_Bliss=25.8, Synergy_Loewe=17.6, Synergy_HSA=14.7. (6) Drug 1: CC1=C(C=C(C=C1)C(=O)NC2=CC(=CC(=C2)C(F)(F)F)N3C=C(N=C3)C)NC4=NC=CC(=N4)C5=CN=CC=C5. Drug 2: CC1=C2C(C(=O)C3(C(CC4C(C3C(C(C2(C)C)(CC1OC(=O)C(C(C5=CC=CC=C5)NC(=O)C6=CC=CC=C6)O)O)OC(=O)C7=CC=CC=C7)(CO4)OC(=O)C)O)C)OC(=O)C. Cell line: SN12C. Synergy scores: CSS=30.8, Synergy_ZIP=4.48, Synergy_Bliss=4.41, Synergy_Loewe=-27.3, Synergy_HSA=0.973. (7) Drug 2: C1CN1P(=S)(N2CC2)N3CC3. Cell line: SR. Synergy scores: CSS=83.0, Synergy_ZIP=0.714, Synergy_Bliss=-0.612, Synergy_Loewe=-0.228, Synergy_HSA=2.23. Drug 1: COC1=CC(=CC(=C1O)OC)C2C3C(COC3=O)C(C4=CC5=C(C=C24)OCO5)OC6C(C(C7C(O6)COC(O7)C8=CC=CS8)O)O.